This data is from Forward reaction prediction with 1.9M reactions from USPTO patents (1976-2016). The task is: Predict the product of the given reaction. (1) Given the reactants [NH:1]([C:5]1[CH:11]=[CH:10][C:8]([OH:9])=[CH:7][CH:6]=1)[C:2]([CH3:4])=[O:3].C([O-])([O-])=O.[Cs+].[Cs+].Br[CH2:19][C:20]1[C:29]([N+:30]([O-:32])=[O:31])=[CH:28][CH:27]=[C:26]2[C:21]=1[CH:22]=[CH:23][CH:24]=[N:25]2.O, predict the reaction product. The product is: [N+:30]([C:29]1[C:20]([CH2:19][O:9][C:8]2[CH:10]=[CH:11][C:5]([NH:1][C:2](=[O:3])[CH3:4])=[CH:6][CH:7]=2)=[C:21]2[C:26](=[CH:27][CH:28]=1)[N:25]=[CH:24][CH:23]=[CH:22]2)([O-:32])=[O:31]. (2) Given the reactants [F:1][C:2]([F:43])([F:42])[C:3]1[CH:4]=[C:5]([C:13]2[O:41][C:16]3=[C:17]([NH2:40])[N:18]=[CH:19][C:20]([C:21]4[CH:22]=[N:23][N:24]([CH:26]5[CH2:31][CH2:30][CH:29]([O:32][Si](C(C)(C)C)(C)C)[CH2:28][CH2:27]5)[CH:25]=4)=[C:15]3[CH:14]=2)[CH:6]=[C:7]([C:9]([F:12])([F:11])[F:10])[CH:8]=1.[F-].C([N+](CCCC)(CCCC)CCCC)CCC, predict the reaction product. The product is: [NH2:40][C:17]1[N:18]=[CH:19][C:20]([C:21]2[CH:22]=[N:23][N:24]([C@H:26]3[CH2:31][CH2:30][C@H:29]([OH:32])[CH2:28][CH2:27]3)[CH:25]=2)=[C:15]2[CH:14]=[C:13]([C:5]3[CH:6]=[C:7]([C:9]([F:10])([F:11])[F:12])[CH:8]=[C:3]([C:2]([F:43])([F:1])[F:42])[CH:4]=3)[O:41][C:16]=12. (3) Given the reactants I[C:2]1[CH:8]=[CH:7][C:5]([NH2:6])=[C:4]([N+:9]([O-:11])=[O:10])[CH:3]=1.[CH2:12]=[CH:13][C:14]1[CH:19]=[CH:18][CH:17]=[CH:16][CH:15]=1.C(N(CC)C(C)C)(C)C, predict the reaction product. The product is: [N+:9]([C:4]1[CH:3]=[C:2]([CH:12]=[CH:13][C:14]2[CH:19]=[CH:18][CH:17]=[CH:16][CH:15]=2)[CH:8]=[CH:7][C:5]=1[NH2:6])([O-:11])=[O:10]. (4) Given the reactants [Cl:1][C:2]1[CH:28]=[CH:27][C:5]([CH2:6][N:7]2[C:15]3[C:10](=[CH:11][CH:12]=[CH:13][CH:14]=3)[CH:9]=[C:8]2[C:16]([N:18]2[CH2:23][CH2:22][CH:21]([C:24](O)=[O:25])[CH2:20][CH2:19]2)=[O:17])=[CH:4][CH:3]=1.CCN=C=NCCCN(C)C.ON1C2C=CC=CC=2N=N1.[F:50][C:51]1[CH:52]=[C:53]([CH2:57][NH2:58])[CH:54]=[CH:55][CH:56]=1, predict the reaction product. The product is: [Cl:1][C:2]1[CH:28]=[CH:27][C:5]([CH2:6][N:7]2[C:15]3[C:10](=[CH:11][CH:12]=[CH:13][CH:14]=3)[CH:9]=[C:8]2[C:16]([N:18]2[CH2:19][CH2:20][CH:21]([C:24]([NH:58][CH2:57][C:53]3[CH:54]=[CH:55][CH:56]=[C:51]([F:50])[CH:52]=3)=[O:25])[CH2:22][CH2:23]2)=[O:17])=[CH:4][CH:3]=1.